From a dataset of Plasma protein binding rate (PPBR) regression data from AstraZeneca. Regression/Classification. Given a drug SMILES string, predict its absorption, distribution, metabolism, or excretion properties. Task type varies by dataset: regression for continuous measurements (e.g., permeability, clearance, half-life) or binary classification for categorical outcomes (e.g., BBB penetration, CYP inhibition). For this dataset (ppbr_az), we predict Y. (1) The compound is COc1cc(-n2cnc3cc(-c4ccc(Cl)cc4)sc3c2=O)ccc1OC[C@H](O)C1CC1. The Y is 99.8 %. (2) The drug is COc1cc(OC)c(S(=O)(=O)N2c3ccccc3CCC2C)cc1NC(=O)COCC(=O)O. The Y is 73.4 %.